From a dataset of Forward reaction prediction with 1.9M reactions from USPTO patents (1976-2016). Predict the product of the given reaction. (1) Given the reactants [F:1][C:2]([F:12])([C:5]([F:11])([F:10])[C:6]([F:9])([F:8])[F:7])[CH2:3][OH:4].N1C=CC=CC=1.[Cl-].[C:20]([O:27][CH2:28][CH:29]([CH2:34][CH3:35])[CH2:30][CH2:31][CH2:32][CH3:33])(=[O:26])/[CH:21]=[CH:22]\[C:23]([O-])=[O:24].C(OCC)(=O)C, predict the reaction product. The product is: [C:20]([O:27][CH2:28][CH:29]([CH2:34][CH3:35])[CH2:30][CH2:31][CH2:32][CH3:33])(=[O:26])/[CH:21]=[CH:22]\[C:23]([O:4][CH2:3][C:2]([F:12])([F:1])[C:5]([F:10])([F:11])[C:6]([F:7])([F:8])[F:9])=[O:24]. (2) Given the reactants [CH:1]1[CH:6]=[C:5](Cl)[CH:4]=[C:3]([C:8](OO)=O)[CH:2]=1.[CH2:12]1[CH2:17][CH2:16][CH2:15][CH2:14][CH2:13]1, predict the reaction product. The product is: [CH2:12]=[CH:8][C:3]1[CH:4]=[CH:5][CH:6]=[CH:1][CH:2]=1.[CH2:17]=[CH:12][CH:13]=[CH2:14].[CH2:1]=[CH:2][C:12]1[CH:17]=[CH:16][CH:15]=[CH:14][CH:13]=1. (3) Given the reactants N[C@H:2]([CH2:6][CH:7]1[CH2:12][CH2:11][CH2:10][CH2:9][CH2:8]1)[C:3]([OH:5])=O.[CH:13]1([NH:20][C:21]([NH2:23])=[S:22])[CH2:19][CH2:18][CH2:17][CH2:16][CH2:15][CH2:14]1, predict the reaction product. The product is: [CH:13]1([NH:20][C:21]2[S:22][C@@H:2]([CH2:6][CH:7]3[CH2:12][CH2:11][CH2:10][CH2:9][CH2:8]3)[C:3](=[O:5])[N:23]=2)[CH2:19][CH2:18][CH2:17][CH2:16][CH2:15][CH2:14]1. (4) Given the reactants [NH:1]1[CH2:6][CH2:5][CH:4]([OH:7])[CH2:3][CH2:2]1.[C:8]1([S:14]([CH:17]=[C:18]2[CH2:21][O:20][CH2:19]2)(=[O:16])=[O:15])[CH:13]=[CH:12][CH:11]=[CH:10][CH:9]=1, predict the reaction product. The product is: [C:8]1([S:14]([CH2:17][C:18]2([N:1]3[CH2:6][CH2:5][CH:4]([OH:7])[CH2:3][CH2:2]3)[CH2:21][O:20][CH2:19]2)(=[O:16])=[O:15])[CH:9]=[CH:10][CH:11]=[CH:12][CH:13]=1.